From a dataset of Forward reaction prediction with 1.9M reactions from USPTO patents (1976-2016). Predict the product of the given reaction. (1) Given the reactants [Br:1][C:2]1[CH:20]=[N:19][C:5]2[N:6]([CH2:17][CH3:18])[C:7]3[N:15]=[C:14]([F:16])[CH:13]=[CH:12][C:8]=3[NH:9][C:10](=[O:11])[C:4]=2[CH:3]=1.[H-].[Na+].[CH3:23]I, predict the reaction product. The product is: [Br:1][C:2]1[CH:20]=[N:19][C:5]2[N:6]([CH2:17][CH3:18])[C:7]3[N:15]=[C:14]([F:16])[CH:13]=[CH:12][C:8]=3[N:9]([CH3:23])[C:10](=[O:11])[C:4]=2[CH:3]=1. (2) Given the reactants [CH:1]1[CH:2]=[C:3]([CH2:6][NH:7][C:8]2[C:13]([C:14]3[N:18]=[N:17][NH:16][N:15]=3)=[CH:12][C:11]([S:19]([NH2:22])(=[O:21])=[O:20])=[C:10]([Cl:23])[CH:9]=2)[S:4][CH:5]=1.[CH2:24]=O.CO.CN([CH:31]=[O:32])C, predict the reaction product. The product is: [Cl:23][C:10]1[CH:9]=[C:8]([NH:7][CH2:6][C:3]2[S:4][CH:5]=[CH:1][CH:2]=2)[C:13]([C:14]2[N:15]([CH2:24][O:32][CH3:31])[N:16]=[N:17][N:18]=2)=[CH:12][C:11]=1[S:19]([NH2:22])(=[O:21])=[O:20]. (3) Given the reactants [CH2:1]1[O:5][C@@H:4]2[C@H:6]([OH:9])[CH2:7][O:8][C@@H:3]2[C@@H:2]1[OH:10].C(N(CC)CC)C.Cl[C:19]([O:21][C:22]1[CH:27]=[CH:26][C:25]([N+:28]([O-:30])=[O:29])=[CH:24][CH:23]=1)=[O:20], predict the reaction product. The product is: [C:19](=[O:20])([O:21][C:22]1[CH:23]=[CH:24][C:25]([N+:28]([O-:30])=[O:29])=[CH:26][CH:27]=1)[O:10][C@@H:2]1[CH2:1][O:5][C@@H:4]2[C@H:6]([OH:9])[CH2:7][O:8][C@H:3]12. (4) The product is: [CH2:12]([O:14][C:15]([C:16]1[O:8][C:7]([C:6]2[CH:10]=[CH:11][C:3]([O:2][CH3:1])=[CH:4][CH:5]=2)=[N:9][C:17]=1[CH3:19])=[O:21])[CH3:13]. Given the reactants [CH3:1][O:2][C:3]1[CH:11]=[CH:10][C:6]([C:7]([NH2:9])=[O:8])=[CH:5][CH:4]=1.[CH2:12]([O:14][C:15](=[O:21])[CH:16](Cl)[C:17]([CH3:19])=O)[CH3:13], predict the reaction product.